Dataset: Forward reaction prediction with 1.9M reactions from USPTO patents (1976-2016). Task: Predict the product of the given reaction. (1) Given the reactants [Cl:1][C:2]1[CH:25]=[CH:24][C:5]([CH2:6][N:7]2[C:15]3[C:10](=[CH:11][C:12](/[CH:16]=[C:17]4/[C:18](=[O:23])[NH:19][C:20](=[O:22])[S:21]/4)=[CH:13][CH:14]=3)[CH:9]=[N:8]2)=[C:4]([C:26]([F:29])([F:28])[F:27])[CH:3]=1.Cl[CH2:31][C:32]1[N:33]=[C:34]([NH2:37])[S:35][CH:36]=1, predict the reaction product. The product is: [NH2:37][C:34]1[S:35][CH:36]=[C:32]([CH2:31][N:19]2[C:18](=[O:23])/[C:17](=[CH:16]/[C:12]3[CH:11]=[C:10]4[C:15](=[CH:14][CH:13]=3)[N:7]([CH2:6][C:5]3[CH:24]=[CH:25][C:2]([Cl:1])=[CH:3][C:4]=3[C:26]([F:27])([F:29])[F:28])[N:8]=[CH:9]4)/[S:21][C:20]2=[O:22])[N:33]=1. (2) Given the reactants C[O:2][C:3](=[O:27])[C:4]([OH:26])=[CH:5][C:6](=[O:25])[N:7]([CH2:9][C:10]1[CH:15]=[CH:14][CH:13]=[C:12]([O:16][CH2:17][C:18]2[CH:23]=[CH:22][C:21]([F:24])=[CH:20][CH:19]=2)[CH:11]=1)[CH3:8].N#N, predict the reaction product. The product is: [F:24][C:21]1[CH:22]=[CH:23][C:18]([CH2:17][O:16][C:12]2[CH:11]=[C:10]([CH:15]=[CH:14][CH:13]=2)[CH2:9][N:7]([CH3:8])[C:6]([CH:5]=[C:4]([OH:26])[C:3]([OH:27])=[O:2])=[O:25])=[CH:19][CH:20]=1. (3) The product is: [CH2:1]([O:3][C:4](=[O:25])[CH2:5][C:6]1[CH:7]=[C:8]([C:14]2[CH:19]=[CH:18][C:17]([F:20])=[CH:16][C:15]=2[CH2:21][N:22]([CH2:23][CH3:24])[C:34]([NH:33][CH2:26][C:27]2[CH:32]=[CH:31][CH:30]=[CH:29][CH:28]=2)=[O:35])[C:9]([O:12][CH3:13])=[CH:10][CH:11]=1)[CH3:2]. Given the reactants [CH2:1]([O:3][C:4](=[O:25])[CH2:5][C:6]1[CH:7]=[C:8]([C:14]2[CH:19]=[CH:18][C:17]([F:20])=[CH:16][C:15]=2[CH2:21][NH:22][CH2:23][CH3:24])[C:9]([O:12][CH3:13])=[CH:10][CH:11]=1)[CH3:2].[CH2:26]([N:33]=[C:34]=[O:35])[C:27]1[CH:32]=[CH:31][CH:30]=[CH:29][CH:28]=1, predict the reaction product. (4) Given the reactants [CH3:1][C:2]1[C:6]([C:7]2[C:8]([O:23][CH3:24])=[CH:9][C:10]3[C:11]4[NH:21][C:20](=[O:22])[O:19][C:12]=4[C:13]([CH2:17][OH:18])=[N:14][C:15]=3[CH:16]=2)=[C:5]([CH3:25])[O:4][N:3]=1.C([O-])([O-])=O.[Cs+].[Cs+].Br[CH2:33][C:34]1[CH:39]=[CH:38][CH:37]=[CH:36][C:35]=1[C:40]#[N:41], predict the reaction product. The product is: [CH3:1][C:2]1[C:6]([C:7]2[C:8]([O:23][CH3:24])=[CH:9][C:10]3[C:11]4[N:21]([CH2:33][C:34]5[CH:39]=[CH:38][CH:37]=[CH:36][C:35]=5[C:40]#[N:41])[C:20](=[O:22])[O:19][C:12]=4[C:13]([CH2:17][OH:18])=[N:14][C:15]=3[CH:16]=2)=[C:5]([CH3:25])[O:4][N:3]=1. (5) Given the reactants [Br:1][C:2]1[CH:11]=[C:10]2[C:5]([CH:6]=[CH:7][C:8]([OH:12])=[CH:9]2)=[CH:4][CH:3]=1.C(=O)([O-])[O-].[Cs+].[Cs+].[CH3:19][O:20][C:21](=[O:26])[CH:22](Br)[CH2:23][CH3:24], predict the reaction product. The product is: [Br:1][C:2]1[CH:11]=[C:10]2[C:5]([CH:6]=[CH:7][C:8]([O:12][CH:22]([CH2:23][CH3:24])[C:21]([O:20][CH3:19])=[O:26])=[CH:9]2)=[CH:4][CH:3]=1. (6) Given the reactants [CH3:1]C(OC(/N=N/C(OC(C)C)=O)=O)C.[F:15][CH:16]([F:39])[CH2:17][O:18][C:19]1[CH:20]=[C:21]2[C:26](=[CH:27][CH:28]=1)[N:25]([CH:29]1[CH2:34][CH2:33][N:32]([CH:35]=[O:36])[CH2:31][CH2:30]1)[C:24](=[O:37])[NH:23][C:22]2=[O:38].[CH:40]1([O:45][C:46]2[CH:51]=[CH:50][C:49](CO)=[CH:48][C:47]=2[O:54][CH3:55])[CH2:44][CH2:43][CH2:42][CH2:41]1.C1C=CC(P(C2C=CC=CC=2)C2C=CC=CC=2)=CC=1, predict the reaction product. The product is: [CH:40]1([O:45][C:46]2[CH:51]=[C:50]([CH:49]=[CH:48][C:47]=2[O:54][CH3:55])[CH2:1][N:23]2[C:22](=[O:38])[C:21]3[C:26](=[CH:27][CH:28]=[C:19]([O:18][CH2:17][CH:16]([F:15])[F:39])[CH:20]=3)[N:25]([CH:29]3[CH2:34][CH2:33][N:32]([CH:35]=[O:36])[CH2:31][CH2:30]3)[C:24]2=[O:37])[CH2:41][CH2:42][CH2:43][CH2:44]1. (7) Given the reactants [Br:1][C:2]1[CH:7]=[CH:6][C:5]([S:8](Cl)(=[O:10])=[O:9])=[CH:4][CH:3]=1.[N:12]1([CH2:17][CH2:18][NH2:19])[CH2:16][CH2:15][CH2:14][CH2:13]1, predict the reaction product. The product is: [Br:1][C:2]1[CH:7]=[CH:6][C:5]([S:8]([NH:19][CH2:18][CH2:17][N:12]2[CH2:16][CH2:15][CH2:14][CH2:13]2)(=[O:10])=[O:9])=[CH:4][CH:3]=1. (8) Given the reactants [F:1][CH:2]([F:21])[O:3][C:4]1[CH:5]=[C:6]2[C:10](=[CH:11][CH:12]=1)[N:9](C(OC(C)(C)C)=O)[N:8]=[C:7]2[I:20].FC(F)(F)C(O)=O, predict the reaction product. The product is: [F:21][CH:2]([F:1])[O:3][C:4]1[CH:5]=[C:6]2[C:10](=[CH:11][CH:12]=1)[NH:9][N:8]=[C:7]2[I:20]. (9) The product is: [CH3:21][C:22]1([CH3:30])[O:27][C:26](=[O:28])[C:25](=[C:18]([C:14]2[CH:15]=[CH:16][CH:17]=[C:12]([O:11][CH2:4][C:5]3[CH:10]=[CH:9][CH:8]=[CH:7][CH:6]=3)[CH:13]=2)[CH3:19])[C:24](=[O:29])[O:23]1. Given the reactants C(Cl)Cl.[CH2:4]([O:11][C:12]1[CH:13]=[C:14]([C:18](=O)[CH3:19])[CH:15]=[CH:16][CH:17]=1)[C:5]1[CH:10]=[CH:9][CH:8]=[CH:7][CH:6]=1.[CH3:21][C:22]1([CH3:30])[O:27][C:26](=[O:28])[CH2:25][C:24](=[O:29])[O:23]1.N1C=CC=CC=1, predict the reaction product. (10) Given the reactants [F:1][C:2]1[CH:18]=[CH:17][C:16]([F:19])=[CH:15][C:3]=1[C:4]([NH:6][C:7]1[CH:12]=[CH:11][N:10]=[C:9]([O:13]C)[CH:8]=1)=[O:5].Br.O, predict the reaction product. The product is: [F:1][C:2]1[CH:18]=[CH:17][C:16]([F:19])=[CH:15][C:3]=1[C:4]([NH:6][C:7]1[CH:12]=[CH:11][NH:10][C:9](=[O:13])[CH:8]=1)=[O:5].